This data is from Catalyst prediction with 721,799 reactions and 888 catalyst types from USPTO. The task is: Predict which catalyst facilitates the given reaction. (1) The catalyst class is: 5. Reactant: [CH:1]([C:3]1[CH:8]=[CH:7][CH:6]=[CH:5][C:4]=1[B:9]([OH:11])[OH:10])=O.C([NH:19][CH2:20][CH2:21][CH2:22][CH2:23][NH2:24])(OC(C)(C)C)=O.C(N(CC)CC)C.[BH4-].[Na+]. Product: [NH2:19][CH2:20][CH2:21][CH2:22][CH2:23][NH:24][CH2:1][C:3]1[CH:8]=[CH:7][CH:6]=[CH:5][C:4]=1[B:9]([OH:11])[OH:10]. (2) Reactant: C1(P(C2C=CC=CC=2)C2C=CC=CC=2)C=CC=CC=1.[C:20]([Cl:24])(Cl)(Cl)Cl.[C:25]1([S:31]([C:34]2[CH:39]=[CH:38][C:37](CO)=[CH:36][CH:35]=2)(=[O:33])=[O:32])[CH:30]=[CH:29][CH:28]=[CH:27][CH:26]=1. Product: [C:25]1([S:31]([C:34]2[CH:39]=[CH:38][C:37]([CH2:20][Cl:24])=[CH:36][CH:35]=2)(=[O:33])=[O:32])[CH:26]=[CH:27][CH:28]=[CH:29][CH:30]=1. The catalyst class is: 7. (3) Reactant: [CH3:1][N:2]([CH3:27])[CH2:3][CH:4]([NH:12][C:13]1[C:22]2[C:17](=[C:18]([C:24]([NH2:26])=[O:25])[CH:19]=[C:20]([OH:23])[CH:21]=2)[N:16]=[CH:15][N:14]=1)[C:5]1[CH:10]=[CH:9][CH:8]=[C:7]([F:11])[CH:6]=1.C([O-])([O-])=O.[Cs+].[Cs+].[CH2:34](Br)[CH3:35]. Product: [CH3:1][N:2]([CH3:27])[CH2:3][CH:4]([NH:12][C:13]1[C:22]2[C:17](=[C:18]([C:24]([NH2:26])=[O:25])[CH:19]=[C:20]([O:23][CH2:34][CH3:35])[CH:21]=2)[N:16]=[CH:15][N:14]=1)[C:5]1[CH:10]=[CH:9][CH:8]=[C:7]([F:11])[CH:6]=1. The catalyst class is: 3.